Predict the reactants needed to synthesize the given product. From a dataset of Full USPTO retrosynthesis dataset with 1.9M reactions from patents (1976-2016). (1) Given the product [C:2]([C:3]1[S:19][C:20](=[NH:21])[N:8]([CH2:9][CH2:10][N:11]2[CH2:16][C@@H:15]([CH3:17])[O:14][C@@H:13]([CH3:18])[CH2:12]2)[CH:4]=1)([CH3:7])([CH3:6])[CH3:1], predict the reactants needed to synthesize it. The reactants are: [CH3:1][C:2]([CH3:7])([CH3:6])[CH2:3][CH:4]=O.[NH2:8][CH2:9][CH2:10][N:11]1[CH2:16][C@H:15]([CH3:17])[O:14][C@H:13]([CH3:18])[CH2:12]1.[S-:19][C:20]#[N:21].[K+].II. (2) The reactants are: [Cl:1][CH2:2][CH2:3][CH2:4][O:5][C:6]1[CH:11]=[CH:10][C:9]([C:12](=[S:14])[NH2:13])=[CH:8][CH:7]=1.Cl[CH:16](OCC)[CH2:17]CCl.ClCCl. Given the product [Cl:1][CH2:2][CH2:3][CH2:4][O:5][C:6]1[CH:11]=[CH:10][C:9]([C:12]2[S:14][CH:16]=[CH:17][N:13]=2)=[CH:8][CH:7]=1, predict the reactants needed to synthesize it.